This data is from Full USPTO retrosynthesis dataset with 1.9M reactions from patents (1976-2016). The task is: Predict the reactants needed to synthesize the given product. (1) Given the product [CH2:26]([N:1]1[CH2:6][CH2:5][CH:4]([C:7]2[CH:12]=[CH:11][CH:10]=[C:9]([O:13][C:14]([F:16])([F:17])[F:15])[C:8]=2[OH:18])[CH2:3][CH2:2]1)[CH3:27], predict the reactants needed to synthesize it. The reactants are: [NH:1]1[CH2:6][CH2:5][CH:4]([C:7]2[CH:12]=[CH:11][CH:10]=[C:9]([O:13][C:14]([F:17])([F:16])[F:15])[C:8]=2[OH:18])[CH2:3][CH2:2]1.C(=O)([O-])[O-].[K+].[K+].I[CH2:26][CH3:27].CS(OC1C=CC=C(C2CCNCC2)C=1F)(=O)=O. (2) Given the product [O:31]1[C:32]2[CH:38]=[CH:37][CH:36]=[CH:35][C:33]=2[N:34]=[C:30]1[CH:4]([C:5]1[CH:17]=[CH:16][C:8]([C:9]([O:11][C:12]([CH3:14])([CH3:15])[CH3:13])=[O:10])=[CH:7][CH:6]=1)[C:3]([O:2][CH3:1])=[O:18], predict the reactants needed to synthesize it. The reactants are: [CH3:1][O:2][C:3](=[O:18])[CH2:4][C:5]1[CH:17]=[CH:16][C:8]([C:9]([O:11][C:12]([CH3:15])([CH3:14])[CH3:13])=[O:10])=[CH:7][CH:6]=1.C[Si]([N-][Si](C)(C)C)(C)C.[Na+].Cl[C:30]1[O:31][C:32]2[CH:38]=[CH:37][CH:36]=[CH:35][C:33]=2[N:34]=1. (3) Given the product [NH:1]1[CH:5]=[N:4][C:3]([CH2:6][CH2:7][C:8]([O:10][CH2:12][CH3:13])=[O:9])=[N:2]1, predict the reactants needed to synthesize it. The reactants are: [NH:1]1[CH:5]=[N:4][C:3]([CH2:6][CH2:7][C:8]([OH:10])=[O:9])=[N:2]1.Cl.[CH2:12](O)[CH3:13]. (4) The reactants are: [Si:1]([O:8][CH2:9][CH2:10][N:11]([CH2:26][C:27](=[O:65])[N:28]([CH2:55][CH2:56][O:57][Si:58]([C:61]([CH3:64])([CH3:63])[CH3:62])([CH3:60])[CH3:59])[CH2:29][C:30](=[O:54])[N:31]([CH2:44][CH2:45][O:46][Si:47]([C:50]([CH3:53])([CH3:52])[CH3:51])([CH3:49])[CH3:48])[CH2:32][CH2:33][C:34]([O:36]CC1C=CC=CC=1)=[O:35])[C:12](=[O:25])[CH2:13][NH:14]C(=O)OCC1C=CC=CC=1)([C:4]([CH3:7])([CH3:6])[CH3:5])([CH3:3])[CH3:2]. Given the product [NH2:14][CH2:13][C:12]([N:11]([CH2:26][C:27](=[O:65])[N:28]([CH2:55][CH2:56][O:57][Si:58]([C:61]([CH3:64])([CH3:63])[CH3:62])([CH3:59])[CH3:60])[CH2:29][C:30](=[O:54])[N:31]([CH2:44][CH2:45][O:46][Si:47]([C:50]([CH3:51])([CH3:52])[CH3:53])([CH3:48])[CH3:49])[CH2:32][CH2:33][C:34]([OH:36])=[O:35])[CH2:10][CH2:9][O:8][Si:1]([CH3:2])([CH3:3])[C:4]([CH3:6])([CH3:5])[CH3:7])=[O:25], predict the reactants needed to synthesize it. (5) Given the product [N:27]([C:19]1[N:18]=[CH:17][C:26]2[CH2:25][CH2:24][CH2:23][CH2:22][C:21]=2[CH:20]=1)=[C:1]=[S:2], predict the reactants needed to synthesize it. The reactants are: [C:1](N1C=CC=CC1=O)(N1C=CC=CC1=O)=[S:2].[CH:17]1[C:26]2[CH2:25][CH2:24][CH2:23][CH2:22][C:21]=2[CH:20]=[C:19]([NH2:27])[N:18]=1. (6) Given the product [Cl:1][C:2]1[CH:3]=[C:4]([N:13]2[CH:17]=[CH:16][N:15]=[C:14]2[CH3:18])[C:5]([CH3:12])=[C:6]([CH:11]=1)[C:7]([NH:71][CH2:72][C:73]1[C:74](=[O:81])[NH:75][C:76]([CH3:80])=[CH:77][C:78]=1[CH3:79])=[O:9], predict the reactants needed to synthesize it. The reactants are: [Cl:1][C:2]1[CH:3]=[C:4]([N:13]2[CH:17]=[CH:16][N:15]=[C:14]2[CH3:18])[C:5]([CH3:12])=[C:6]([CH:11]=1)[C:7]([O:9]C)=O.[OH-].[Na+].Cl.ClC1C=C(N2C=CN=C2C)C(C)=C(C=1)C(O)=O.C(N(CC)CC)C.F[P-](F)(F)(F)(F)F.N1(OC(N(C)C)=[N+](C)C)C2N=CC=CC=2N=N1.Cl.[NH2:71][CH2:72][C:73]1[C:74](=[O:81])[NH:75][C:76]([CH3:80])=[CH:77][C:78]=1[CH3:79]. (7) Given the product [CH2:16]([N:23]1[CH2:27][C@@H:26]([C:28]2[CH:33]=[CH:32][C:31]([Cl:34])=[CH:30][N:29]=2)[C@H:25]([C:10]([O:13][CH3:14])=[O:11])[CH2:24]1)[C:17]1[CH:18]=[CH:19][CH:20]=[CH:21][CH:22]=1, predict the reactants needed to synthesize it. The reactants are: C[O-].[Na+].O1CCNC1=O.[C:10](=O)([O:13][CH3:14])[O:11]C.[CH2:16]([N:23]1[CH2:27][C@@H:26]([C:28]2[CH:33]=[CH:32][C:31]([Cl:34])=[CH:30][N:29]=2)[C@H:25](C(O)=O)[CH2:24]1)[C:17]1[CH:22]=[CH:21][CH:20]=[CH:19][CH:18]=1. (8) The reactants are: Cl.C[O:3][C:4](=[O:22])[C:5]([CH3:21])([C:7]1[CH:12]=[CH:11][C:10]([O:13][S:14]([C:17]([F:20])([F:19])[F:18])(=[O:16])=[O:15])=[CH:9][CH:8]=1)[CH3:6]. Given the product [CH3:21][C:5]([C:7]1[CH:8]=[CH:9][C:10]([O:13][S:14]([C:17]([F:19])([F:20])[F:18])(=[O:16])=[O:15])=[CH:11][CH:12]=1)([CH3:6])[C:4]([OH:22])=[O:3], predict the reactants needed to synthesize it.